Predict the product of the given reaction. From a dataset of Forward reaction prediction with 1.9M reactions from USPTO patents (1976-2016). (1) Given the reactants [F:1][C:2]1([F:29])[CH2:7][CH2:6][N:5]([C:8]([C:10]2[NH:11][C:12]3[C:17]([CH:18]=2)=[CH:16][C:15]([O:19][CH:20]2[CH2:25][CH2:24][N:23]([CH:26]([CH3:28])[CH3:27])[CH2:22][CH2:21]2)=[CH:14][CH:13]=3)=[O:9])[CH2:4][CH2:3]1.[O:30]1[CH2:35][CH2:34][N:33]([C:36]2[CH:41]=[CH:40][C:39](B(O)O)=[CH:38][N:37]=2)[CH2:32][CH2:31]1, predict the reaction product. The product is: [F:29][C:2]1([F:1])[CH2:7][CH2:6][N:5]([C:8]([C:10]2[N:11]([C:39]3[CH:38]=[N:37][C:36]([N:33]4[CH2:32][CH2:31][O:30][CH2:35][CH2:34]4)=[CH:41][CH:40]=3)[C:12]3[C:17]([CH:18]=2)=[CH:16][C:15]([O:19][CH:20]2[CH2:25][CH2:24][N:23]([CH:26]([CH3:27])[CH3:28])[CH2:22][CH2:21]2)=[CH:14][CH:13]=3)=[O:9])[CH2:4][CH2:3]1. (2) Given the reactants Br[C:2]1[CH:10]=[C:9]2[C:5](/[C:6](=[C:12]3\[O:13][C:14]([CH3:24])([CH3:23])[C:15]([N:17]4[CH2:22][CH2:21][O:20][CH2:19][CH2:18]4)=[CH:16]\3)/[C:7](=[O:11])[NH:8]2)=[CH:4][CH:3]=1.[I-:25].[Na+].CN[C@@H]1CCCC[C@H]1NC, predict the reaction product. The product is: [CH3:23][C:14]1([CH3:24])[O:13]/[C:12](=[C:6]2/[C:7](=[O:11])[NH:8][C:9]3[C:5]/2=[CH:4][CH:3]=[C:2]([I:25])[CH:10]=3)/[CH:16]=[C:15]1[N:17]1[CH2:22][CH2:21][O:20][CH2:19][CH2:18]1. (3) The product is: [OH:20][CH2:21][CH2:22][C:23]1[N:24]([CH2:2][CH2:3][CH2:4][CH2:5][C:6]2[CH:7]=[CH:8][C:9]([OH:12])=[CH:10][CH:11]=2)[CH:25]=[CH:26][N:27]=1. Given the reactants I[CH2:2][CH2:3][CH2:4][CH2:5][C:6]1[CH:11]=[CH:10][C:9]([O:12]CC2C=CC=CC=2)=[CH:8][CH:7]=1.[OH:20][CH2:21][CH2:22][C:23]1[NH:24][CH:25]=[CH:26][N:27]=1.C(=O)([O-])[O-].[K+].[K+], predict the reaction product. (4) Given the reactants [Cl:1][C:2]1[N:7]=[C:6]([C:8](Cl)=[N:9][OH:10])[CH:5]=[C:4]([CH3:12])[N:3]=1.[C:13]([O:18][CH3:19])(=[O:17])[C:14]([CH3:16])=[CH2:15].C(=O)([O-])O.[Na+], predict the reaction product. The product is: [Cl:1][C:2]1[N:7]=[C:6]([C:8]2[CH2:15][C:14]([CH3:16])([C:13]([O:18][CH3:19])=[O:17])[O:10][N:9]=2)[CH:5]=[C:4]([CH3:12])[N:3]=1.